From a dataset of Forward reaction prediction with 1.9M reactions from USPTO patents (1976-2016). Predict the product of the given reaction. (1) Given the reactants [N+:1]([CH:4]1[CH:11]2[CH2:12][CH:7]3[CH2:8][CH:9]([CH2:13][CH:5]1[CH2:6]3)[CH2:10]2)([O-:3])=[O:2].[CH:14]([C:16]([CH3:18])=[O:17])=[CH2:15].[OH-], predict the reaction product. The product is: [N+:1]([C:4]1([CH2:15][CH2:14][C:16](=[O:17])[CH3:18])[CH:5]2[CH2:13][CH:9]3[CH2:8][CH:7]([CH2:12][CH:11]1[CH2:10]3)[CH2:6]2)([O-:3])=[O:2]. (2) Given the reactants [CH:1]([C:3]1[S:7][C:6]([C:8]([OH:10])=[O:9])=[CH:5][C:4]=1[CH3:11])=[O:2].[CH2:12](O)[CH2:13][OH:14], predict the reaction product. The product is: [O:2]1[CH2:12][CH2:13][O:14][CH:1]1[C:3]1[S:7][C:6]([C:8]([OH:10])=[O:9])=[CH:5][C:4]=1[CH3:11]. (3) Given the reactants [C:1]1([C:20]2[CH:25]=[CH:24][CH:23]=[CH:22][CH:21]=2)[CH:6]=[CH:5][CH:4]=[CH:3][C:2]=1[NH:7][C:8]1[CH:13]=[CH:12][CH:11]=[CH:10][C:9]=1[C:14]1[CH:19]=[CH:18][CH:17]=[CH:16][CH:15]=1.C1(C)C=CC=CC=1.C([Li])CCC.[B:38](Cl)(Cl)Cl, predict the reaction product. The product is: [CH:6]1[C:1]2[C:20]3[C:9](=[C:10]4[N:7]([C:2]=2[CH:3]=[CH:4][CH:5]=1)[CH:8]=[CH:13][CH:12]=[CH:11]4)[C:14]1[CH:19]=[CH:18][CH:17]=[CH:16][C:15]=1[B:38]1[C:21]=3[CH:22]=[CH:23][CH:24]=[CH:25]1.